From a dataset of Full USPTO retrosynthesis dataset with 1.9M reactions from patents (1976-2016). Predict the reactants needed to synthesize the given product. (1) Given the product [O:24]=[C:23]1[NH:22][N:21]=[C:20]([CH2:25][CH2:26][CH3:27])/[C:19]/1=[C:11]1/[NH:12][C:13]2[C:18]([C:9]([S:8][C:5]3[CH:4]=[CH:3][C:2]([NH:1][C:33]([CH:28]4[CH2:32][CH2:31][CH2:30][CH2:29]4)=[O:34])=[CH:7][CH:6]=3)=[CH:10]/1)=[CH:17][CH:16]=[CH:15][CH:14]=2, predict the reactants needed to synthesize it. The reactants are: [NH2:1][C:2]1[CH:7]=[CH:6][C:5]([S:8][C:9]2[C:18]3[C:13](=[CH:14][CH:15]=[CH:16][CH:17]=3)[NH:12]/[C:11](=[C:19]3/[C:20]([CH2:25][CH2:26][CH3:27])=[N:21][NH:22][C:23]/3=[O:24])/[CH:10]=2)=[CH:4][CH:3]=1.[CH:28]1([C:33](Cl)=[O:34])[CH2:32][CH2:31][CH2:30][CH2:29]1. (2) Given the product [CH3:31][NH:32][C:33]1[C:42]2[C:37](=[CH:38][C:39]([C:2]#[C:1][C:3]3[CH:4]=[C:5]([CH:27]=[CH:28][C:29]=3[CH3:30])[C:6]([NH:8][C:9]3[CH:14]=[CH:13][C:12]([CH2:15][N:16]4[CH2:17][CH2:18][N:19]([CH3:22])[CH2:20][CH2:21]4)=[C:11]([C:23]([F:25])([F:24])[F:26])[CH:10]=3)=[O:7])=[CH:40][CH:41]=2)[N:36]=[CH:35][N:34]=1, predict the reactants needed to synthesize it. The reactants are: [C:1]([C:3]1[CH:4]=[C:5]([CH:27]=[CH:28][C:29]=1[CH3:30])[C:6]([NH:8][C:9]1[CH:14]=[CH:13][C:12]([CH2:15][N:16]2[CH2:21][CH2:20][N:19]([CH3:22])[CH2:18][CH2:17]2)=[C:11]([C:23]([F:26])([F:25])[F:24])[CH:10]=1)=[O:7])#[CH:2].[CH3:31][NH:32][C:33]1[C:42]2[C:37](=[CH:38][C:39](Br)=[CH:40][CH:41]=2)[N:36]=[CH:35][N:34]=1.